Dataset: Forward reaction prediction with 1.9M reactions from USPTO patents (1976-2016). Task: Predict the product of the given reaction. (1) Given the reactants Cl[C:2]1[N:7]=[C:6]([NH:8][C:9]2[CH:13]=[C:12]([CH:14]3[CH2:16][CH2:15]3)[NH:11][N:10]=2)[C:5]([N+:17]([O-:19])=[O:18])=[CH:4][N:3]=1.[F:20][C:21]1[CH:26]=[CH:25][C:24]([C@@H:27]([NH2:29])[CH3:28])=[CH:23][CH:22]=1.CCN(C(C)C)C(C)C, predict the reaction product. The product is: [CH:14]1([C:12]2[NH:11][N:10]=[C:9]([NH:8][C:6]3[C:5]([N+:17]([O-:19])=[O:18])=[CH:4][N:3]=[C:2]([NH:29][C@H:27]([C:24]4[CH:25]=[CH:26][C:21]([F:20])=[CH:22][CH:23]=4)[CH3:28])[N:7]=3)[CH:13]=2)[CH2:16][CH2:15]1. (2) Given the reactants [F:1][C:2]1[CH:3]=[C:4]2[C:8](=[CH:9][CH:10]=1)[NH:7][C:6](=[O:11])[CH2:5]2.[CH3:12][Si:13](N[Si:13]([CH3:15])([CH3:14])[CH3:12])([CH3:15])[CH3:14], predict the reaction product. The product is: [F:1][C:2]1[CH:3]=[C:4]2[C:8](=[CH:9][CH:10]=1)[N:7]([Si:13]([CH3:15])([CH3:14])[CH3:12])[C:6]([O:11][Si:13]([CH3:15])([CH3:14])[CH3:12])=[CH:5]2. (3) Given the reactants [Na].[CH:2]12[O:7][CH:6]1[CH2:5][N:4]([C:8]([O:10][C:11]([CH3:14])([CH3:13])[CH3:12])=[O:9])[CH2:3]2.[C:15]1([CH2:21][OH:22])[CH:20]=[CH:19][CH:18]=[CH:17][CH:16]=1, predict the reaction product. The product is: [CH2:21]([O:22][CH:6]1[CH:2]([OH:7])[CH2:3][N:4]([C:8]([O:10][C:11]([CH3:14])([CH3:13])[CH3:12])=[O:9])[CH2:5]1)[C:15]1[CH:20]=[CH:19][CH:18]=[CH:17][CH:16]=1. (4) The product is: [Cl:27][C:25]1[CH:24]=[CH:23][C:8]([C:9]([NH:11][CH:12]2[CH:13]3[CH2:14][CH:15]4[CH2:16][C:17]([OH:22])([CH2:18][CH:19]2[CH2:20]4)[CH2:21]3)=[O:10])=[C:7]([O:4][CH2:3][CH2:2][CH3:1])[N:26]=1. Given the reactants [CH2:1]1C[O:4][CH2:3][CH2:2]1.Cl[C:7]1[N:26]=[C:25]([Cl:27])[CH:24]=[CH:23][C:8]=1[C:9]([NH:11][CH:12]1[CH:19]2[CH2:20][CH:15]3[CH2:16][C:17]([OH:22])([CH2:21][CH:13]1[CH2:14]3)[CH2:18]2)=[O:10], predict the reaction product.